From a dataset of NCI-60 drug combinations with 297,098 pairs across 59 cell lines. Regression. Given two drug SMILES strings and cell line genomic features, predict the synergy score measuring deviation from expected non-interaction effect. (1) Drug 1: COC1=CC(=CC(=C1O)OC)C2C3C(COC3=O)C(C4=CC5=C(C=C24)OCO5)OC6C(C(C7C(O6)COC(O7)C8=CC=CS8)O)O. Drug 2: C1=CC=C(C=C1)NC(=O)CCCCCCC(=O)NO. Cell line: SK-OV-3. Synergy scores: CSS=39.1, Synergy_ZIP=-0.247, Synergy_Bliss=2.40, Synergy_Loewe=-7.07, Synergy_HSA=4.18. (2) Drug 1: CCCS(=O)(=O)NC1=C(C(=C(C=C1)F)C(=O)C2=CNC3=C2C=C(C=N3)C4=CC=C(C=C4)Cl)F. Drug 2: C1=NC(=NC(=O)N1C2C(C(C(O2)CO)O)O)N. Cell line: LOX IMVI. Synergy scores: CSS=40.9, Synergy_ZIP=-3.50, Synergy_Bliss=-1.67, Synergy_Loewe=1.79, Synergy_HSA=3.09. (3) Drug 1: CCC1(CC2CC(C3=C(CCN(C2)C1)C4=CC=CC=C4N3)(C5=C(C=C6C(=C5)C78CCN9C7C(C=CC9)(C(C(C8N6C)(C(=O)OC)O)OC(=O)C)CC)OC)C(=O)OC)O.OS(=O)(=O)O. Drug 2: CC1=C(C=C(C=C1)C(=O)NC2=CC(=CC(=C2)C(F)(F)F)N3C=C(N=C3)C)NC4=NC=CC(=N4)C5=CN=CC=C5. Cell line: SK-OV-3. Synergy scores: CSS=0.764, Synergy_ZIP=0.281, Synergy_Bliss=0.432, Synergy_Loewe=-3.71, Synergy_HSA=-2.13. (4) Drug 1: CC1C(C(=O)NC(C(=O)N2CCCC2C(=O)N(CC(=O)N(C(C(=O)O1)C(C)C)C)C)C(C)C)NC(=O)C3=C4C(=C(C=C3)C)OC5=C(C(=O)C(=C(C5=N4)C(=O)NC6C(OC(=O)C(N(C(=O)CN(C(=O)C7CCCN7C(=O)C(NC6=O)C(C)C)C)C)C(C)C)C)N)C. Drug 2: C1=CC=C(C(=C1)C(C2=CC=C(C=C2)Cl)C(Cl)Cl)Cl. Cell line: 786-0. Synergy scores: CSS=8.01, Synergy_ZIP=0.883, Synergy_Bliss=6.76, Synergy_Loewe=-5.65, Synergy_HSA=7.04. (5) Drug 1: C1CN1P(=S)(N2CC2)N3CC3. Drug 2: C(CN)CNCCSP(=O)(O)O. Cell line: HL-60(TB). Synergy scores: CSS=71.6, Synergy_ZIP=-0.0460, Synergy_Bliss=0.794, Synergy_Loewe=-39.0, Synergy_HSA=2.24. (6) Drug 1: C1=CN(C=N1)CC(O)(P(=O)(O)O)P(=O)(O)O. Drug 2: CCN(CC)CCCC(C)NC1=C2C=C(C=CC2=NC3=C1C=CC(=C3)Cl)OC. Cell line: LOX IMVI. Synergy scores: CSS=33.7, Synergy_ZIP=-1.24, Synergy_Bliss=-5.17, Synergy_Loewe=-9.90, Synergy_HSA=-3.09.